This data is from SARS-CoV-2 main protease (3CLPro) crystallographic fragment screen with 879 compounds. The task is: Binary Classification. Given a drug SMILES string, predict its activity (active/inactive) in a high-throughput screening assay against a specified biological target. (1) The drug is CC(=O)N1CCC[C@H](C)[C@H]1CO. The result is 0 (inactive). (2) The compound is CCC(CC)C(=O)Nc1nccs1. The result is 0 (inactive). (3) The drug is c1c[nH]nn1. The result is 0 (inactive).